This data is from Full USPTO retrosynthesis dataset with 1.9M reactions from patents (1976-2016). The task is: Predict the reactants needed to synthesize the given product. (1) Given the product [C:6]([C:5]1[N:24]([C:21]2[CH:22]=[CH:23][C:18]([N+:15]([O-:17])=[O:16])=[CH:19][CH:20]=2)[N:25]=[C:3]([C:2]([F:13])([F:12])[F:1])[CH:4]=1)([CH3:9])([CH3:8])[CH3:7], predict the reactants needed to synthesize it. The reactants are: [F:1][C:2]([F:13])([F:12])[C:3](=O)[CH2:4][C:5](=O)[C:6]([CH3:9])([CH3:8])[CH3:7].Cl.[N+:15]([C:18]1[CH:23]=[CH:22][C:21]([NH:24][NH2:25])=[CH:20][CH:19]=1)([O-:17])=[O:16]. (2) Given the product [NH2:30][C:21]1[C:22]([O:24][CH2:25][C:26]([F:29])([F:27])[F:28])=[CH:23][C:18]([CH2:17][C@H:14]2[C@H:15]([OH:16])[C@@H:10]([NH:9][CH2:8][C:7]3[CH:35]=[CH:36][CH:37]=[C:5]([C:1]([CH3:3])([CH3:4])[CH3:2])[CH:6]=3)[CH2:11][S@@:12](=[O:34])[CH2:13]2)=[CH:19][C:20]=1[F:33], predict the reactants needed to synthesize it. The reactants are: [C:1]([C:5]1[CH:6]=[C:7]([CH:35]=[CH:36][CH:37]=1)[CH2:8][NH:9][C@@H:10]1[C@@H:15]([OH:16])[C@H:14]([CH2:17][C:18]2[CH:23]=[C:22]([O:24][CH2:25][C:26]([F:29])([F:28])[F:27])[C:21]([N+:30]([O-])=O)=[C:20]([F:33])[CH:19]=2)[CH2:13][S@:12](=[O:34])[CH2:11]1)([CH3:4])([CH3:3])[CH3:2]. (3) Given the product [F:17][CH:14]1[CH2:15][CH2:16][N:11]([C:9]([O:8][CH2:1][C:2]2[CH:7]=[CH:6][CH:5]=[CH:4][CH:3]=2)=[O:10])[CH2:12][CH:13]1[N:18]1[CH2:25][CH2:26][CH2:27][CH2:28][C:29]1=[O:30], predict the reactants needed to synthesize it. The reactants are: [CH2:1]([O:8][C:9]([N:11]1[CH2:16][CH2:15][CH:14]([F:17])[CH:13]([NH2:18])[CH2:12]1)=[O:10])[C:2]1[CH:7]=[CH:6][CH:5]=[CH:4][CH:3]=1.C1COCC1.Br[CH2:25][CH2:26][CH2:27][CH2:28][C:29](Cl)=[O:30].CCN(CC)CC.